Dataset: Peptide-MHC class I binding affinity with 185,985 pairs from IEDB/IMGT. Task: Regression. Given a peptide amino acid sequence and an MHC pseudo amino acid sequence, predict their binding affinity value. This is MHC class I binding data. (1) The peptide sequence is ALFGQALHK. The MHC is HLA-A03:01 with pseudo-sequence HLA-A03:01. The binding affinity (normalized) is 0.644. (2) The peptide sequence is KLTSYSAGL. The MHC is HLA-A69:01 with pseudo-sequence HLA-A69:01. The binding affinity (normalized) is 0.111.